Dataset: Reaction yield outcomes from USPTO patents with 853,638 reactions. Task: Predict the reaction yield, written as a fraction of the theoretical maximum amount of product (1.0 means a 100% yield; for example, 0.34 means a 34% yield). (1) The reactants are [CH3:1][O:2][C:3]1[CH:4]=[C:5]([CH:12]([CH3:18])[C:13]([O:15][CH2:16][CH3:17])=[O:14])[CH:6]=[CH:7][C:8]=1[N+:9]([O-])=O. The catalyst is O1CCCC1.C(O)C.[Pd]. The product is [NH2:9][C:8]1[CH:7]=[CH:6][C:5]([CH:12]([CH3:18])[C:13]([O:15][CH2:16][CH3:17])=[O:14])=[CH:4][C:3]=1[O:2][CH3:1]. The yield is 0.740. (2) The reactants are [C:1]1([C:7]2[NH:11][CH:10]=[N:9][CH:8]=2)[CH:6]=[CH:5][CH:4]=[CH:3][CH:2]=1.Br[CH2:13][C:14]([O:16][CH2:17][C:18]1[CH:23]=[CH:22][CH:21]=[CH:20][CH:19]=1)=[O:15].C(=O)([O-])[O-].[K+].[K+]. The catalyst is CN(C=O)C.O. The product is [CH2:17]([O:16][C:14](=[O:15])[CH2:13][N:11]1[C:7]([C:1]2[CH:2]=[CH:3][CH:4]=[CH:5][CH:6]=2)=[CH:8][N:9]=[CH:10]1)[C:18]1[CH:23]=[CH:22][CH:21]=[CH:20][CH:19]=1. The yield is 0.630. (3) The reactants are C(NC(C)C)(C)C.C([Li])CCC.[F:13][C:14]1[CH:15]=[C:16]([CH:26]=[C:27]([C:29]([F:32])([F:31])[F:30])[CH:28]=1)[C:17]([N:19]([CH:23]([CH3:25])[CH3:24])[CH:20]([CH3:22])[CH3:21])=[O:18].CN([CH:36]=[O:37])C. The catalyst is CCCCCC.C(OCC)C. The product is [F:13][C:14]1[C:15]([CH:36]=[O:37])=[C:16]([CH:26]=[C:27]([C:29]([F:30])([F:31])[F:32])[CH:28]=1)[C:17]([N:19]([CH:23]([CH3:25])[CH3:24])[CH:20]([CH3:21])[CH3:22])=[O:18]. The yield is 0.900. (4) The reactants are [Cl:1][C:2]1[CH:7]=[CH:6][CH:5]=[C:4]([Cl:8])[C:3]=1[C:9]1[C:13]([CH2:14][O:15][C:16]2[CH:21]=[CH:20][C:19]([C:22]3[CH:23]=[C:24]4[C:29](=[CH:30][CH:31]=3)[C:28]([C:32]([NH2:34])=O)=[CH:27][CH:26]=[CH:25]4)=[CH:18][CH:17]=2)=[C:12]([CH:35]([CH3:37])[CH3:36])[O:11][N:10]=1.C(N(CC)CC)C.P(Cl)(Cl)(Cl)=O.C(=O)([O-])O.[NH4+]. The catalyst is C(Cl)Cl. The product is [Cl:8][C:4]1[CH:5]=[CH:6][CH:7]=[C:2]([Cl:1])[C:3]=1[C:9]1[C:13]([CH2:14][O:15][C:16]2[CH:17]=[CH:18][C:19]([C:22]3[CH:23]=[C:24]4[C:29](=[CH:30][CH:31]=3)[C:28]([C:32]#[N:34])=[CH:27][CH:26]=[CH:25]4)=[CH:20][CH:21]=2)=[C:12]([CH:35]([CH3:37])[CH3:36])[O:11][N:10]=1. The yield is 0.980. (5) The reactants are [CH3:1][C:2]1[N:9]=[CH:8][CH:7]=[CH:6][C:3]=1[CH:4]=O.OS([O-])=O.[Na+].[NH2:15][C:16]1[CH:17]=[C:18]([CH2:23][C:24]([O:26][CH3:27])=[O:25])[CH:19]=[CH:20][C:21]=1[NH2:22]. The catalyst is CCO.O. The product is [CH3:1][C:2]1[C:3]([C:4]2[NH:22][C:21]3[CH:20]=[CH:19][C:18]([CH2:23][C:24]([O:26][CH3:27])=[O:25])=[CH:17][C:16]=3[N:15]=2)=[CH:6][CH:7]=[CH:8][N:9]=1. The yield is 0.290. (6) The reactants are [O:1]1CCCO[CH:2]1[CH2:7][CH2:8][CH:9]([OH:46])[CH2:10][O:11][C@H:12]1[CH2:17][CH2:16][C@H:15]([N:18]2[C:23](=[O:24])[C:22]([CH2:25][C:26]3[CH:31]=[CH:30][C:29]([C:32]4[C:33]([C:38]#[N:39])=[CH:34][CH:35]=[CH:36][CH:37]=4)=[CH:28][CH:27]=3)=[C:21]([CH2:40][CH2:41][CH3:42])[N:20]3[N:43]=[CH:44][N:45]=[C:19]23)[CH2:14][CH2:13]1.C([Si](Cl)(C1C=CC=CC=1)C1C=CC=CC=1)(C)(C)C.N1C=CN=C1.Cl. The catalyst is O1CCCC1. The product is [OH:46][CH:9]([CH2:8][CH2:7][CH2:2][OH:1])[CH2:10][O:11][C@H:12]1[CH2:17][CH2:16][C@H:15]([N:18]2[C:23](=[O:24])[C:22]([CH2:25][C:26]3[CH:31]=[CH:30][C:29]([C:32]4[C:33]([C:38]#[N:39])=[CH:34][CH:35]=[CH:36][CH:37]=4)=[CH:28][CH:27]=3)=[C:21]([CH2:40][CH2:41][CH3:42])[N:20]3[N:43]=[CH:44][N:45]=[C:19]23)[CH2:14][CH2:13]1. The yield is 0.260. (7) The reactants are [NH2:1][C:2]1[C:3]2[N:4]([C:8]([C@@H:30]3[CH2:35][CH2:34][C@@H:33]([CH2:36][OH:37])[NH:32][CH2:31]3)=[N:9][C:10]=2[C:11]2[CH:29]=[CH:28][C:14]([C:15]([NH:17][C:18]3[CH:23]=[C:22]([C:24]([F:27])([F:26])[F:25])[CH:21]=[CH:20][N:19]=3)=[O:16])=[CH:13][CH:12]=2)[CH:5]=[CH:6][N:7]=1.[CH3:38][NH:39][C:40](Cl)=[O:41].C(N(CC)CC)C. The catalyst is O1CCCC1. The product is [NH2:1][C:2]1[C:3]2[N:4]([C:8]([C@H:30]3[CH2:31][N:32]([C:40]([NH:39][CH3:38])=[O:41])[C@H:33]([CH2:36][OH:37])[CH2:34][CH2:35]3)=[N:9][C:10]=2[C:11]2[CH:29]=[CH:28][C:14]([C:15](=[O:16])[NH:17][C:18]3[CH:23]=[C:22]([C:24]([F:25])([F:27])[F:26])[CH:21]=[CH:20][N:19]=3)=[CH:13][CH:12]=2)[CH:5]=[CH:6][N:7]=1. The yield is 0.150. (8) The reactants are [Cl:1][C:2]1[CH:7]=[CH:6][C:5]([C:8]2[NH:9][C:10]3[N:11]([N:15]=[C:16]([CH3:26])[C:17]=3[C:18](/[N:20]=[C:21](/[N:23](C)C)\[CH3:22])=[O:19])[C:12](=[O:14])[CH:13]=2)=[CH:4][CH:3]=1.NO.Cl.CC(O)=O.[OH-].[Na+]. The catalyst is O1CCOCC1. The product is [Cl:1][C:2]1[CH:7]=[CH:6][C:5]([C:8]2[NH:9][C:10]3[N:11]([N:15]=[C:16]([CH3:26])[C:17]=3[C:18]3[O:19][N:23]=[C:21]([CH3:22])[N:20]=3)[C:12](=[O:14])[CH:13]=2)=[CH:4][CH:3]=1. The yield is 0.360.